This data is from Forward reaction prediction with 1.9M reactions from USPTO patents (1976-2016). The task is: Predict the product of the given reaction. (1) Given the reactants [CH3:1][C:2]1[CH:3]=[CH:4][C:5]([O:15][CH2:16][C:17]2[CH:22]=[CH:21][C:20]([F:23])=[CH:19][CH:18]=2)=[C:6]([C:8](=O)[CH2:9][CH2:10][C:11](=O)[CH3:12])[CH:7]=1.[NH2:24][C:25]1[CH:26]=[CH:27][C:28]([CH3:34])=[C:29]([CH:33]=1)[C:30]([OH:32])=[O:31].CC1C=CC(S(O)(=O)=O)=CC=1, predict the reaction product. The product is: [CH3:1][C:2]1[CH:3]=[CH:4][C:5]([O:15][CH2:16][C:17]2[CH:22]=[CH:21][C:20]([F:23])=[CH:19][CH:18]=2)=[C:6]([C:8]2[N:24]([C:25]3[CH:33]=[C:29]([C:28]([CH3:34])=[CH:27][CH:26]=3)[C:30]([OH:32])=[O:31])[C:11]([CH3:12])=[CH:10][CH:9]=2)[CH:7]=1. (2) Given the reactants [O:1]1[CH2:6][CH2:5][CH2:4][O:3][CH:2]1[C:7]1[S:11][C:10]([C:12](O)=[O:13])=[CH:9][C:8]=1[F:15].[CH3:16][NH:17][CH3:18], predict the reaction product. The product is: [O:1]1[CH2:6][CH2:5][CH2:4][O:3][CH:2]1[C:7]1[S:11][C:10]([C:12]([N:17]([CH3:18])[CH3:16])=[O:13])=[CH:9][C:8]=1[F:15].